From a dataset of M1 muscarinic receptor antagonist screen with 61,756 compounds. Binary Classification. Given a drug SMILES string, predict its activity (active/inactive) in a high-throughput screening assay against a specified biological target. The drug is Brc1c(C(=O)COC(=O)c2ncccc2)cccc1. The result is 0 (inactive).